Regression/Classification. Given a drug SMILES string, predict its absorption, distribution, metabolism, or excretion properties. Task type varies by dataset: regression for continuous measurements (e.g., permeability, clearance, half-life) or binary classification for categorical outcomes (e.g., BBB penetration, CYP inhibition). Dataset: rlm. From a dataset of Rat liver microsome stability data. (1) The compound is CCCCN(C)C(=O)c1c(C)sc2ccn(CCC)c(=O)c12. The result is 1 (stable in rat liver microsomes). (2) The molecule is Cc1c(Nc2c(C#N)cncc2C=Cc2cccc(CN3CCC(N(C)C)CC3)c2)ccc2[nH]ccc12. The result is 0 (unstable in rat liver microsomes). (3) The drug is CCOC(=O)c1cnc2c3c(ccc2c1O)CCCC3. The result is 1 (stable in rat liver microsomes). (4) The drug is Cc1cnc(-c2ccccc2C(C)C)nc1NC(C)(C)c1ccc(-n2ccnn2)cc1. The result is 1 (stable in rat liver microsomes).